This data is from Forward reaction prediction with 1.9M reactions from USPTO patents (1976-2016). The task is: Predict the product of the given reaction. (1) Given the reactants [CH2:1]([C:3]1([C:9]([OH:11])=[O:10])[CH2:8][CH2:7][CH2:6][CH2:5][NH:4]1)[CH3:2].C=O.[C:14](=O)([O-])[O-].[Na+].[Na+], predict the reaction product. The product is: [CH2:1]([C:3]1([C:9]([OH:11])=[O:10])[CH2:8][CH2:7][CH2:6][CH2:5][N:4]1[CH3:14])[CH3:2]. (2) Given the reactants [CH2:1]([CH:3]1[NH:12][C:11]2[C:6](=[CH:7][CH:8]=[C:9]([F:13])[CH:10]=2)[N:5]2[CH:14]=[CH:15][CH:16]=[C:4]12)[CH3:2].[C:17](Cl)(=[O:26])[C:18]1[CH:23]=[CH:22][CH:21]=[C:20]([O:24][CH3:25])[CH:19]=1, predict the reaction product. The product is: [CH2:1]([CH:3]1[N:12]([C:17](=[O:26])[C:18]2[CH:23]=[CH:22][CH:21]=[C:20]([O:24][CH3:25])[CH:19]=2)[C:11]2[C:6](=[CH:7][CH:8]=[C:9]([F:13])[CH:10]=2)[N:5]2[CH:14]=[CH:15][CH:16]=[C:4]12)[CH3:2]. (3) Given the reactants [N+](C1C=CC([O:8][C:9]([NH:11][CH2:12][CH2:13][C:14]([O:16][CH2:17][CH3:18])=[O:15])=O)=CC=1)([O-])=O.[NH2:21][C:22]1[C:31](=[O:32])[C:30]2[C:25](=[CH:26][C:27]([NH:34][CH:35]3[CH2:40][CH2:39][CH2:38][CH2:37][CH2:36]3)=[C:28]([F:33])[CH:29]=2)[N:24]([CH:41]([CH2:44][CH3:45])[CH2:42][CH3:43])[CH:23]=1.N1C=CC=CC=1.O, predict the reaction product. The product is: [CH:35]1([NH:34][C:27]2[CH:26]=[C:25]3[C:30]([C:31](=[O:32])[C:22]([NH:21][C:9]([NH:11][CH2:12][CH2:13][C:14]([O:16][CH2:17][CH3:18])=[O:15])=[O:8])=[CH:23][N:24]3[CH:41]([CH2:44][CH3:45])[CH2:42][CH3:43])=[CH:29][C:28]=2[F:33])[CH2:40][CH2:39][CH2:38][CH2:37][CH2:36]1. (4) Given the reactants [OH:1][C:2]1[CH:3]=[C:4]2[C:9](=[C:10]([CH3:12])[CH:11]=1)[O:8][CH:7]([C:13]([F:16])([F:15])[F:14])[C:6]([C:17]([O:19][CH2:20][CH3:21])=[O:18])=[CH:5]2.[C:22]([O-])([O-])=O.[K+].[K+], predict the reaction product. The product is: [CH3:22][O:1][C:2]1[CH:3]=[C:4]2[C:9](=[C:10]([CH3:12])[CH:11]=1)[O:8][CH:7]([C:13]([F:16])([F:14])[F:15])[C:6]([C:17]([O:19][CH2:20][CH3:21])=[O:18])=[CH:5]2.